This data is from Peptide-MHC class II binding affinity with 134,281 pairs from IEDB. The task is: Regression. Given a peptide amino acid sequence and an MHC pseudo amino acid sequence, predict their binding affinity value. This is MHC class II binding data. (1) The peptide sequence is GFIGFCKSMGSKCVR. The MHC is DRB1_1501 with pseudo-sequence DRB1_1501. The binding affinity (normalized) is 0.708. (2) The peptide sequence is YPKFLANVSTVLTGK. The MHC is DRB1_0401 with pseudo-sequence DRB1_0401. The binding affinity (normalized) is 0.600. (3) The peptide sequence is AAATCGTTVYGAFAA. The binding affinity (normalized) is 0.489. The MHC is HLA-DQA10401-DQB10402 with pseudo-sequence HLA-DQA10401-DQB10402. (4) The peptide sequence is FCVKVLAPYMPDVLE. The MHC is DRB3_0301 with pseudo-sequence DRB3_0301. The binding affinity (normalized) is 0.655.